Dataset: Full USPTO retrosynthesis dataset with 1.9M reactions from patents (1976-2016). Task: Predict the reactants needed to synthesize the given product. (1) Given the product [CH:4]1([C:7]2[N:8]=[N:9][S:10][C:11]=2[C:12]([NH:2][NH2:3])=[O:14])[CH2:6][CH2:5]1, predict the reactants needed to synthesize it. The reactants are: O.[NH2:2][NH2:3].[CH:4]1([C:7]2[N:8]=[N:9][S:10][C:11]=2[C:12]([O:14]C)=O)[CH2:6][CH2:5]1. (2) Given the product [CH:4]([O:3][CH2:1][CH2:2][C:12]1[CH:17]=[CH:16][CH:15]=[CH:14][CH:13]=1)=[O:6], predict the reactants needed to synthesize it. The reactants are: [CH2:1]([OH:3])[CH3:2].[CH:4]([O-:6])=O.[NH4+].C(O)=O.C(O)[C:12]1[CH:17]=[CH:16][CH:15]=[CH:14][CH:13]=1. (3) Given the product [Cl:23][C:9]1[S:8][C:7]([C:1]2[CH:2]=[CH:3][CH:4]=[CH:5][CH:6]=2)=[C:11]([C:12]([O:14][CH3:15])=[O:13])[CH:10]=1, predict the reactants needed to synthesize it. The reactants are: [C:1]1([C:7]2[S:8][CH:9]=[CH:10][C:11]=2[C:12]([O:14][CH3:15])=[O:13])[CH:6]=[CH:5][CH:4]=[CH:3][CH:2]=1.C1C(=O)N([Cl:23])C(=O)C1.Cl(O)(=O)(=O)=O.O. (4) Given the product [OH:4][CH2:5][C:6]([NH:8][CH2:9][CH2:10][N:11]([CH3:12])[C:13]([C:15]1[S:27][C:26]2[C:25]3[CH:24]=[CH:23][CH:22]=[CH:21][C:20]=3[N:19]([CH2:28][C:29](=[O:36])[C:30]3[CH:35]=[CH:34][CH:33]=[CH:32][CH:31]=3)[C:18](=[O:37])[C:17]=2[C:16]=1[O:38][CH3:39])=[O:14])=[O:7], predict the reactants needed to synthesize it. The reactants are: C([O:4][CH2:5][C:6]([NH:8][CH2:9][CH2:10][N:11]([C:13]([C:15]1[S:27][C:26]2[C:25]3[CH:24]=[CH:23][CH:22]=[CH:21][C:20]=3[N:19]([CH2:28][C:29](=[O:36])[C:30]3[CH:35]=[CH:34][CH:33]=[CH:32][CH:31]=3)[C:18](=[O:37])[C:17]=2[C:16]=1[O:38][CH3:39])=[O:14])[CH3:12])=[O:7])(=O)C.[OH-].[Na+].CO.